From a dataset of Full USPTO retrosynthesis dataset with 1.9M reactions from patents (1976-2016). Predict the reactants needed to synthesize the given product. (1) Given the product [Br:1][C:2]1[CH:3]=[C:4]([C:23]([NH2:27])=[O:25])[C:5]2[NH:6][C:7]3[CH:8]=[CH:9][C:10]([C:15]([N:17]4[CH2:18][CH2:19][O:20][CH2:21][CH2:22]4)=[O:16])=[CH:11][C:12]=3[C:13]=2[N:14]=1, predict the reactants needed to synthesize it. The reactants are: [Br:1][C:2]1[CH:3]=[C:4]([C:23]([O:25]C)=O)[C:5]2[NH:6][C:7]3[CH:8]=[CH:9][C:10]([C:15]([N:17]4[CH2:22][CH2:21][O:20][CH2:19][CH2:18]4)=[O:16])=[CH:11][C:12]=3[C:13]=2[N:14]=1.[NH3:27].CO. (2) Given the product [CH2:1]([O:8][C:9]([CH:11]1[CH2:16][NH:15][CH2:14][CH2:13][N:12]1[S:24]([C:27]1[CH:32]=[CH:31][C:30]([O:33][CH3:34])=[C:29]([O:35][CH3:36])[CH:28]=1)(=[O:26])=[O:25])=[O:10])[C:2]1[CH:7]=[CH:6][CH:5]=[CH:4][CH:3]=1, predict the reactants needed to synthesize it. The reactants are: [CH2:1]([O:8][C:9]([CH:11]1[CH2:16][N:15](C(OC(C)(C)C)=O)[CH2:14][CH2:13][N:12]1[S:24]([C:27]1[CH:32]=[CH:31][C:30]([O:33][CH3:34])=[C:29]([O:35][CH3:36])[CH:28]=1)(=[O:26])=[O:25])=[O:10])[C:2]1[CH:7]=[CH:6][CH:5]=[CH:4][CH:3]=1.FC(F)(F)C(O)=O.